Dataset: NCI-60 drug combinations with 297,098 pairs across 59 cell lines. Task: Regression. Given two drug SMILES strings and cell line genomic features, predict the synergy score measuring deviation from expected non-interaction effect. (1) Drug 1: C#CCC(CC1=CN=C2C(=N1)C(=NC(=N2)N)N)C3=CC=C(C=C3)C(=O)NC(CCC(=O)O)C(=O)O. Drug 2: CC1C(C(CC(O1)OC2CC(CC3=C2C(=C4C(=C3O)C(=O)C5=C(C4=O)C(=CC=C5)OC)O)(C(=O)CO)O)N)O.Cl. Cell line: CCRF-CEM. Synergy scores: CSS=55.6, Synergy_ZIP=-5.10, Synergy_Bliss=-5.61, Synergy_Loewe=-0.987, Synergy_HSA=-0.179. (2) Drug 1: C(CC(=O)O)C(=O)CN.Cl. Drug 2: COC1=C2C(=CC3=C1OC=C3)C=CC(=O)O2. Cell line: A498. Synergy scores: CSS=4.99, Synergy_ZIP=-2.56, Synergy_Bliss=-0.748, Synergy_Loewe=-1.39, Synergy_HSA=-0.0902. (3) Drug 1: CNC(=O)C1=NC=CC(=C1)OC2=CC=C(C=C2)NC(=O)NC3=CC(=C(C=C3)Cl)C(F)(F)F. Drug 2: C1CCC(C(C1)N)N.C(=O)(C(=O)[O-])[O-].[Pt+4]. Cell line: PC-3. Synergy scores: CSS=17.3, Synergy_ZIP=-4.71, Synergy_Bliss=0.158, Synergy_Loewe=-1.71, Synergy_HSA=0.865. (4) Drug 1: CC1=C(N=C(N=C1N)C(CC(=O)N)NCC(C(=O)N)N)C(=O)NC(C(C2=CN=CN2)OC3C(C(C(C(O3)CO)O)O)OC4C(C(C(C(O4)CO)O)OC(=O)N)O)C(=O)NC(C)C(C(C)C(=O)NC(C(C)O)C(=O)NCCC5=NC(=CS5)C6=NC(=CS6)C(=O)NCCC[S+](C)C)O. Drug 2: CCN(CC)CCCC(C)NC1=C2C=C(C=CC2=NC3=C1C=CC(=C3)Cl)OC. Cell line: OVCAR-5. Synergy scores: CSS=32.8, Synergy_ZIP=-11.6, Synergy_Bliss=-5.04, Synergy_Loewe=-6.06, Synergy_HSA=-2.23. (5) Drug 1: C1=CC=C(C=C1)NC(=O)CCCCCCC(=O)NO. Drug 2: CC(C)NC(=O)C1=CC=C(C=C1)CNNC.Cl. Cell line: NCI-H522. Synergy scores: CSS=-1.42, Synergy_ZIP=-3.17, Synergy_Bliss=-3.76, Synergy_Loewe=-5.61, Synergy_HSA=-5.63. (6) Synergy scores: CSS=33.6, Synergy_ZIP=-7.55, Synergy_Bliss=-5.96, Synergy_Loewe=-56.8, Synergy_HSA=-5.75. Cell line: SK-MEL-28. Drug 2: COC1=C2C(=CC3=C1OC=C3)C=CC(=O)O2. Drug 1: CC1=C2C(C(=O)C3(C(CC4C(C3C(C(C2(C)C)(CC1OC(=O)C(C(C5=CC=CC=C5)NC(=O)C6=CC=CC=C6)O)O)OC(=O)C7=CC=CC=C7)(CO4)OC(=O)C)O)C)OC(=O)C. (7) Synergy scores: CSS=78.0, Synergy_ZIP=-0.656, Synergy_Bliss=-0.211, Synergy_Loewe=-0.615, Synergy_HSA=0.360. Drug 1: CN(CC1=CN=C2C(=N1)C(=NC(=N2)N)N)C3=CC=C(C=C3)C(=O)NC(CCC(=O)O)C(=O)O. Drug 2: C1CCC(C(C1)N)N.C(=O)(C(=O)[O-])[O-].[Pt+4]. Cell line: CCRF-CEM. (8) Drug 1: CCC1(CC2CC(C3=C(CCN(C2)C1)C4=CC=CC=C4N3)(C5=C(C=C6C(=C5)C78CCN9C7C(C=CC9)(C(C(C8N6C)(C(=O)OC)O)OC(=O)C)CC)OC)C(=O)OC)O.OS(=O)(=O)O. Drug 2: C(CCl)NC(=O)N(CCCl)N=O. Cell line: SN12C. Synergy scores: CSS=4.34, Synergy_ZIP=-1.24, Synergy_Bliss=0.343, Synergy_Loewe=1.52, Synergy_HSA=0.317. (9) Drug 1: CN(C)C1=NC(=NC(=N1)N(C)C)N(C)C. Drug 2: C(CCl)NC(=O)N(CCCl)N=O. Cell line: MDA-MB-231. Synergy scores: CSS=-2.58, Synergy_ZIP=-0.520, Synergy_Bliss=-2.81, Synergy_Loewe=-14.3, Synergy_HSA=-6.57.